From a dataset of Catalyst prediction with 721,799 reactions and 888 catalyst types from USPTO. Predict which catalyst facilitates the given reaction. (1) Reactant: [C:1]1([C:7]2[S:11][C:10]([C:12](OCC)=[O:13])=[N:9][N:8]=2)[CH:6]=[CH:5][CH:4]=[CH:3][CH:2]=1.CO.[BH4-].[Na+]. Product: [C:1]1([C:7]2[S:11][C:10]([CH2:12][OH:13])=[N:9][N:8]=2)[CH:2]=[CH:3][CH:4]=[CH:5][CH:6]=1. The catalyst class is: 52. (2) Reactant: [CH3:1][CH:2]1[CH2:7][S:6][CH2:5][CH2:4][NH:3]1.[CH3:8][C:9]([O:12][C:13](O[C:13]([O:12][C:9]([CH3:11])([CH3:10])[CH3:8])=[O:14])=[O:14])([CH3:11])[CH3:10]. Product: [CH3:1][CH:2]1[CH2:7][S:6][CH2:5][CH2:4][N:3]1[C:13]([O:12][C:9]([CH3:11])([CH3:10])[CH3:8])=[O:14]. The catalyst class is: 230. (3) Reactant: Br[C:2]1[CH:3]=[CH:4][C:5]([O:13][CH2:14][CH3:15])=[C:6]([CH2:8][C:9]([O:11][CH3:12])=[O:10])[CH:7]=1.C([O-])(=O)C.[K+].[B:21]1([B:21]2[O:25][C:24]([CH3:27])([CH3:26])[C:23]([CH3:29])([CH3:28])[O:22]2)[O:25][C:24]([CH3:27])([CH3:26])[C:23]([CH3:29])([CH3:28])[O:22]1. Product: [CH2:14]([O:13][C:5]1[CH:4]=[CH:3][C:2]([B:21]2[O:25][C:24]([CH3:27])([CH3:26])[C:23]([CH3:29])([CH3:28])[O:22]2)=[CH:7][C:6]=1[CH2:8][C:9]([O:11][CH3:12])=[O:10])[CH3:15]. The catalyst class is: 75. (4) Reactant: [CH3:1][O:2][C:3](=[O:14])[C:4]1[C:5](=[CH:7][CH:8]=[C:9]([C:11](=[O:13])[CH3:12])[CH:10]=1)[OH:6].[C:15](=O)([O-])[O-].[Na+].[Na+].CI.Cl. Product: [CH3:1][O:2][C:3](=[O:14])[C:4]1[CH:10]=[C:9]([C:11](=[O:13])[CH3:12])[CH:8]=[CH:7][C:5]=1[O:6][CH3:15]. The catalyst class is: 145.